From a dataset of Full USPTO retrosynthesis dataset with 1.9M reactions from patents (1976-2016). Predict the reactants needed to synthesize the given product. (1) The reactants are: [NH2:1][C:2]1[CH:3]=[C:4]([C:8]2[C:17]3[C:12](=[C:13]([C:18]([F:21])([F:20])[F:19])[CH:14]=[CH:15][CH:16]=3)[N:11]=[CH:10][C:9]=2[C:22]([C:24]2[CH:29]=[CH:28][CH:27]=[CH:26][CH:25]=2)=[O:23])[CH:5]=[CH:6][CH:7]=1.[O:30]=[C:31]1[C:35](=[CH:36][C:37]2[CH:44]=[CH:43][C:40]([CH:41]=O)=[CH:39][CH:38]=2)[S:34][C:33](=[S:45])[NH:32]1. Given the product [C:22]([C:9]1[CH:10]=[N:11][C:12]2[C:17]([C:8]=1[C:4]1[CH:3]=[C:2]([NH:1][CH2:41][C:40]3[CH:39]=[CH:38][C:37]([CH:36]=[C:35]4[S:34][C:33](=[S:45])[NH:32][C:31]4=[O:30])=[CH:44][CH:43]=3)[CH:7]=[CH:6][CH:5]=1)=[CH:16][CH:15]=[CH:14][C:13]=2[C:18]([F:21])([F:19])[F:20])(=[O:23])[C:24]1[CH:25]=[CH:26][CH:27]=[CH:28][CH:29]=1, predict the reactants needed to synthesize it. (2) The reactants are: [C:1]([OH:25])(=[O:24])[CH2:2][CH2:3][CH2:4][CH2:5][CH2:6][CH2:7][CH2:8][CH2:9][C:10]#[C:11][C:12]#[C:13][CH2:14][CH2:15][CH2:16][CH2:17][CH2:18][CH2:19][CH2:20][CH2:21][CH2:22][CH3:23].[CH3:26]O.S(=O)(=O)(O)O. Given the product [C:1]([O:25][CH3:26])(=[O:24])[CH2:2][CH2:3][CH2:4][CH2:5][CH2:6][CH2:7][CH2:8][CH2:9][C:10]#[C:11][C:12]#[C:13][CH2:14][CH2:15][CH2:16][CH2:17][CH2:18][CH2:19][CH2:20][CH2:21][CH2:22][CH3:23], predict the reactants needed to synthesize it. (3) Given the product [CH3:52][O:53][C:54]([C:2]1[N:3]=[C:4]([NH:12][CH:13]([CH3:15])[CH3:14])[C:5]2[N:6]([C:8](=[O:11])[NH:9][N:10]=2)[CH:7]=1)=[O:55], predict the reactants needed to synthesize it. The reactants are: Br[C:2]1[N:3]=[C:4]([NH:12][CH:13]([CH3:15])[CH3:14])[C:5]2[N:6]([C:8](=[O:11])[NH:9][N:10]=2)[CH:7]=1.C1(P(C2C=CC=CC=2)CCCP(C2C=CC=CC=2)C2C=CC=CC=2)C=CC=CC=1.CO.CS(C)=O.C[CH2:52][O:53][C:54](C)=[O:55].O. (4) Given the product [C:30]([OH:35])(=[O:34])[C:31]([OH:33])=[O:32].[OH:20][C@@H:18]([CH3:19])[C:17]([N:14]1[CH2:13][CH2:12][NH:11][CH2:16][CH2:15]1)=[O:21], predict the reactants needed to synthesize it. The reactants are: C(O)C.C([N:11]1[CH2:16][CH2:15][N:14]([C:17](=[O:21])[C@@H:18]([OH:20])[CH3:19])[CH2:13][CH2:12]1)C1C=CC=CC=1.C1CCCCC=1.O.O.[C:30]([OH:35])(=[O:34])[C:31]([OH:33])=[O:32]. (5) Given the product [Cl:16][C:17]1[CH:18]=[C:19]([NH:20][C:4]([C:6]2[CH:11]=[C:10]([C:12]#[N:13])[CH:9]=[C:8]([CH2:14][OH:15])[N:7]=2)=[O:5])[CH:21]=[CH:22][CH:23]=1, predict the reactants needed to synthesize it. The reactants are: C(O[C:4]([C:6]1[CH:11]=[C:10]([C:12]#[N:13])[CH:9]=[C:8]([CH2:14][OH:15])[N:7]=1)=[O:5])C.[Cl:16][C:17]1[CH:18]=[C:19]([CH:21]=[CH:22][CH:23]=1)[NH2:20]. (6) Given the product [CH3:2][N:3]([O:4][CH3:5])[C:52]([CH:49]1[CH2:50][CH2:51][N:46]([C:39]([O:41][C:42]([CH3:45])([CH3:44])[CH3:43])=[O:40])[CH2:47][CH2:48]1)=[O:53], predict the reactants needed to synthesize it. The reactants are: Cl.[CH3:2][NH:3][O:4][CH3:5].C(N(C(C)C)CC)(C)C.CN(C(ON1N=NC2C=CC=NC1=2)=[N+](C)C)C.F[P-](F)(F)(F)(F)F.[C:39]([N:46]1[CH2:51][CH2:50][CH:49]([C:52](O)=[O:53])[CH2:48][CH2:47]1)([O:41][C:42]([CH3:45])([CH3:44])[CH3:43])=[O:40].